From a dataset of Forward reaction prediction with 1.9M reactions from USPTO patents (1976-2016). Predict the product of the given reaction. (1) Given the reactants [Br:1][C:2]1[CH:3]=[CH:4][C:5]([NH2:8])=[N:6][CH:7]=1.Br[CH2:10][C:11]([O:13][CH2:14][CH3:15])=[O:12], predict the reaction product. The product is: [BrH:1].[Br:1][C:2]1[CH:3]=[CH:4][C:5](=[NH:8])[N:6]([CH2:10][C:11]([O:13][CH2:14][CH3:15])=[O:12])[CH:7]=1. (2) Given the reactants C[O:2][C:3]1[C:8]2[C:9]([C:30]3[CH:35]=[CH:34][CH:33]=[CH:32][CH:31]=3)=[C:10]([C:12]3[CH:17]=[CH:16][C:15]([C:18]4([NH:22]C(=O)OC(C)(C)C)[CH2:21][CH2:20][CH2:19]4)=[CH:14][CH:13]=3)[O:11][C:7]=2[CH:6]=[CH:5][N:4]=1.Cl, predict the reaction product. The product is: [NH2:22][C:18]1([C:15]2[CH:14]=[CH:13][C:12]([C:10]3[O:11][C:7]4[CH:6]=[CH:5][NH:4][C:3](=[O:2])[C:8]=4[C:9]=3[C:30]3[CH:35]=[CH:34][CH:33]=[CH:32][CH:31]=3)=[CH:17][CH:16]=2)[CH2:19][CH2:20][CH2:21]1. (3) Given the reactants [H-].[Na+].[Si:3]([O:10][CH2:11][CH2:12][CH2:13][C@@:14]1([C:36]2[CH:41]=[CH:40][C:39]([F:42])=[CH:38][CH:37]=2)[O:19][C:18](=[O:20])[N:17]([C@H:21]([C:23]2[CH:28]=[CH:27][C:26]([C:29]3[CH:34]=[CH:33][C:32](=[O:35])[NH:31][CH:30]=3)=[CH:25][CH:24]=2)[CH3:22])[CH2:16][CH2:15]1)([C:6]([CH3:9])([CH3:8])[CH3:7])([CH3:5])[CH3:4].[CH3:43]I, predict the reaction product. The product is: [Si:3]([O:10][CH2:11][CH2:12][CH2:13][C@@:14]1([C:36]2[CH:37]=[CH:38][C:39]([F:42])=[CH:40][CH:41]=2)[O:19][C:18](=[O:20])[N:17]([C@H:21]([C:23]2[CH:24]=[CH:25][C:26]([C:29]3[CH:34]=[CH:33][C:32](=[O:35])[N:31]([CH3:43])[CH:30]=3)=[CH:27][CH:28]=2)[CH3:22])[CH2:16][CH2:15]1)([C:6]([CH3:7])([CH3:8])[CH3:9])([CH3:4])[CH3:5]. (4) Given the reactants [CH2:1]([OH:5])[CH2:2][C:3]#[CH:4].N1C=CC=CC=1.[C:12]1([CH3:22])[CH:17]=[CH:16][C:15]([S:18](Cl)(=[O:20])=[O:19])=[CH:14][CH:13]=1, predict the reaction product. The product is: [CH3:22][C:12]1[CH:17]=[CH:16][C:15]([S:18]([O:5][CH2:1][CH2:2][C:3]#[CH:4])(=[O:20])=[O:19])=[CH:14][CH:13]=1. (5) Given the reactants [C:1]1([O:7][C:8](=[O:34])[N:9]([C:19]2[CH:24]=[C:23]([O:25][C:26]3[CH:31]=[CH:30][C:29]([NH2:32])=[CH:28][C:27]=3[F:33])[CH:22]=[CH:21][N:20]=2)[C:10]([O:12][C:13]2[CH:18]=[CH:17][CH:16]=[CH:15][CH:14]=2)=[O:11])[CH:6]=[CH:5][CH:4]=[CH:3][CH:2]=1.[F:35][C:36]1[CH:41]=[CH:40][C:39]([NH:42][C:43]([C:45]2([C:48](O)=[O:49])[CH2:47][CH2:46]2)=[O:44])=[CH:38][CH:37]=1.C(N(CC)CC)C.F[P-](F)(F)(F)(F)F.N1(O[P+](N(C)C)(N(C)C)N(C)C)C2C=CC=CC=2N=N1, predict the reaction product. The product is: [C:1]1([O:7][C:8](=[O:34])[N:9]([C:19]2[CH:24]=[C:23]([O:25][C:26]3[CH:31]=[CH:30][C:29]([NH:32][C:48]([C:45]4([C:43](=[O:44])[NH:42][C:39]5[CH:38]=[CH:37][C:36]([F:35])=[CH:41][CH:40]=5)[CH2:46][CH2:47]4)=[O:49])=[CH:28][C:27]=3[F:33])[CH:22]=[CH:21][N:20]=2)[C:10]([O:12][C:13]2[CH:14]=[CH:15][CH:16]=[CH:17][CH:18]=2)=[O:11])[CH:2]=[CH:3][CH:4]=[CH:5][CH:6]=1. (6) Given the reactants [Cl:1][C:2]1[CH:21]=[C:20]([Cl:22])[CH:19]=[CH:18][C:3]=1[O:4][CH2:5][C:6]([NH:8][C:9]1[CH:10]=[C:11]([CH:15]=[CH:16][CH:17]=1)[C:12]([OH:14])=O)=[O:7].[NH2:23][CH2:24][CH2:25][CH2:26][N:27]1[CH2:32][CH2:31][O:30][CH2:29][CH2:28]1.C(Cl)CCl.C1C=CC2N(O)N=NC=2C=1.CCN(C(C)C)C(C)C, predict the reaction product. The product is: [Cl:1][C:2]1[CH:21]=[C:20]([Cl:22])[CH:19]=[CH:18][C:3]=1[O:4][CH2:5][C:6]([NH:8][C:9]1[CH:10]=[C:11]([CH:15]=[CH:16][CH:17]=1)[C:12]([NH:23][CH2:24][CH2:25][CH2:26][N:27]1[CH2:32][CH2:31][O:30][CH2:29][CH2:28]1)=[O:14])=[O:7]. (7) Given the reactants [NH:1]1[CH2:6][CH2:5][CH2:4][C@@H:3]([NH:7][C:8](=[O:14])[O:9][C:10]([CH3:13])([CH3:12])[CH3:11])[CH2:2]1.F[C:16]1[C:21]([O:22][CH2:23][CH2:24][O:25][CH3:26])=[CH:20][N:19]=[C:18]2[NH:27][CH:28]=[C:29]([NH:30][C:31]([CH:33]3[CH2:35][CH2:34]3)=[O:32])[C:17]=12, predict the reaction product. The product is: [CH:33]1([C:31]([NH:30][C:29]2[C:17]3[C:18](=[N:19][CH:20]=[C:21]([O:22][CH2:23][CH2:24][O:25][CH3:26])[C:16]=3[N:1]3[CH2:6][CH2:5][CH2:4][C@@H:3]([NH:7][C:8](=[O:14])[O:9][C:10]([CH3:11])([CH3:13])[CH3:12])[CH2:2]3)[NH:27][CH:28]=2)=[O:32])[CH2:34][CH2:35]1. (8) The product is: [NH2:13][C:9]1[C:8]([N+:14]([O-:16])=[O:15])=[C:7]([O:6][C:5]2[CH:17]=[CH:18][C:2]([NH:1][C:28]([NH:27][C:24]3[CH:25]=[CH:26][C:21]([Cl:20])=[C:22]([C:30]([F:32])([F:31])[F:33])[CH:23]=3)=[O:29])=[CH:3][C:4]=2[CH3:19])[CH:12]=[CH:11][N:10]=1. Given the reactants [NH2:1][C:2]1[CH:18]=[CH:17][C:5]([O:6][C:7]2[CH:12]=[CH:11][N:10]=[C:9]([NH2:13])[C:8]=2[N+:14]([O-:16])=[O:15])=[C:4]([CH3:19])[CH:3]=1.[Cl:20][C:21]1[CH:26]=[CH:25][C:24]([N:27]=[C:28]=[O:29])=[CH:23][C:22]=1[C:30]([F:33])([F:32])[F:31], predict the reaction product. (9) Given the reactants [CH3:1][O:2][C:3](=[O:17])[C:4]([N:14]=[N+]=[N-])=[CH:5][C:6]1[CH:11]=[CH:10][C:9]([F:12])=[C:8]([Cl:13])[CH:7]=1, predict the reaction product. The product is: [CH3:1][O:2][C:3]([C:4]1[NH:14][C:11]2[C:6]([CH:5]=1)=[CH:7][C:8]([Cl:13])=[C:9]([F:12])[CH:10]=2)=[O:17].